This data is from Experimentally validated miRNA-target interactions with 360,000+ pairs, plus equal number of negative samples. The task is: Binary Classification. Given a miRNA mature sequence and a target amino acid sequence, predict their likelihood of interaction. (1) The miRNA is mmu-miR-654-3p with sequence UAUGUCUGCUGACCAUCACCUU. The protein sequence of the target gene is MLPPGTATLLTLLLAAGSLGQKPQRPRRPASPISTIQPKANFDAQQFAGTWLLVAVGSACRFLQEQGHRAEATTLHVAPQGTAMAVSTFRKLDGICWQVRQLYGDTGVLGRFLLQARDARGAVHVVVAETDYQSFAVLYLERAGQLSVKLYARSLPVSDSVLSGFEQRVQEAHLTEDQIFYFPKYGFCEAADQFHVLDEVRR. Result: 0 (no interaction). (2) The miRNA is mmu-miR-7042-5p with sequence UAGAGACAGCAGAAGGGCCAC. The protein sequence of the target gene is MAAVGAEARGAWCVPCLVSLDTLQELCRKEKLTCKSIGITKRNLNNYEVEYLCDYKVVKDMEYYLVKWKGWPDSTNTWEPLQNLKCPLLLQQFSNDKHNYLSQVKKGKAITPKDNNKTLKPAIAEYIVKKAKQRIALQRWQDELNRRKNHKGMIFVENTVDLEGPPSDFYYINEYKPAPGISLVNEATFGCSCTDCFFQKCCPAEAGVLLAYNKNQQIKIPPGTPIYECNSRCQCGPDCPNRIVQKGTQYSLCIFRTSNGRGWGVKTLVKIKRMSFVMEYVGEVITSEEAERRGQFYDNK.... Result: 0 (no interaction). (3) The miRNA is mmu-miR-743b-3p with sequence GAAAGACAUCAUGCUGAAUAGA. The protein sequence of the target gene is MRAVLEAADIAVVALYFILVMCIGFFAMWKSNRSTVSGYFLAGRSMTWVAIGASLFVSNIGSEHFIGLAGSGAASGFAVGAWEFNALLLLQLLGWVFIPIYIRSGVYTMPEYLSKRFGGHRIQVYFAALSLLLYIFTKLSVDLYSGALFIQESLGWNLYVSVILLIGMTALLTVTGGLVAVIYTDTLQALLMIIGALTLMVISMVKIGGFEEVKRRYMLASPDVASILLKYNLSNTNACMVHPKANALKMLRDPTDEDVPWPGFILGQTPASVWYWCADQVIVQRVLAAKNIAHAKGSTL.... Result: 1 (interaction). (4) The miRNA is mmu-miR-297b-3p with sequence UAUACAUACACACAUACCCAUA. The protein sequence of the target gene is MAAAAPNAGGSAPETAGSAEAPLQYSLLLQYLVGDKRQPRLLEPGSLGGIPSPAKSEEQKMIEKAMESCAFKAALACVGGFVLGGAFGVFTAGIDTNVGFDPKDPYRTPTAKEVLKDMGQRGMSYAKNFAIVGAMFSCTECLIESYRGTSDWKNSVISGCITGGAIGFRAGLKAGAIGCGGFAAFSAAIDYYLR. Result: 0 (no interaction). (5) The miRNA is hsa-miR-4487 with sequence AGAGCUGGCUGAAGGGCAG. The protein sequence of the target gene is MVKLFIGNLPREATEQEIRSLFEQYGKVLECDIIKNYGFVHIEDKTAAEDAIRNLHHYKLHGVNINVEASKNKSKASTKLHVGNISPTCTNQELRAKFEEYGPVIECDIVKDYAFVHMERAEDAVEAIRGLDNTEFQGKRMHVQLSTSRLRTAPGMGDQSGCYRCGKEGHWSKECPVDRTGRVADFTEQYNEQYGAVRTPYTMGYGESMYYNDAYGALDYYKRYRVRSYEAVAAAAAASAYNYAEQTMSHLPQVQSTTVTSHLNSTSVDPYDRHLLPNSGAAATSAAMAAAAATTSSYYG.... Result: 1 (interaction). (6) The miRNA is hsa-miR-5580-3p with sequence CACAUAUGAAGUGAGCCAGCAC. The protein sequence of the target gene is MGDEDWEAEINPHMSSYVPIFEKDRYSGENGDNFNRTPASSSEMDDGPSRRDHFMKSGFASGRNFGNRDAGECNKRDNTSTMGGFGVGKSFGNRGFSNSRFEDGDSSGFWRESSNDCEDNPTRNRGFSKRGGYRDGNNSEASGPYRRGGRGSFRGCRGGFGLGSPNNDLDPDECMQRTGGLFGSRRPVLSGTGNGDTSQSRSGSGSERGGYKGLNEEVITGSGKNSWKSEAEGGESSDTQGPKVTYIPPPPPEDEDSIFAHYQTGINFDKYDTILVEVSGHDAPPAILTFEEANLCQTLN.... Result: 1 (interaction).